This data is from Reaction yield outcomes from USPTO patents with 853,638 reactions. The task is: Predict the reaction yield, written as a fraction of the theoretical maximum amount of product (1.0 means a 100% yield; for example, 0.34 means a 34% yield). (1) The reactants are [CH3:1][NH:2][CH3:3].[F:4][P-:5]([F:10])([F:9])([F:8])([F:7])[F:6].Cl/[C:12](/[C:18]1[CH:19]=[N:20][N:21]2[CH:26]=[CH:25][CH:24]=[CH:23][C:22]=12)=[CH:13]\[CH:14]=[N+:15]([CH3:17])[CH3:16]. The catalyst is CO. The product is [F:4][P-:5]([F:10])([F:9])([F:8])([F:7])[F:6].[CH3:1][N:2]([CH3:3])/[C:12](/[C:18]1[CH:19]=[N:20][N:21]2[CH:26]=[CH:25][CH:24]=[CH:23][C:22]=12)=[CH:13]\[CH:14]=[N+:15]([CH3:17])[CH3:16]. The yield is 0.850. (2) The reactants are [CH3:1][O:2][C:3]1[CH:12]=[CH:11][C:6]([C:7]([O:9][CH3:10])=[O:8])=[CH:5][C:4]=1[NH:13][S:14]([CH3:17])(=[O:16])=[O:15].[C:18](O[C:18]([O:20][C:21]([CH3:24])([CH3:23])[CH3:22])=[O:19])([O:20][C:21]([CH3:24])([CH3:23])[CH3:22])=[O:19]. The catalyst is C(Cl)Cl.CN(C1C=CN=CC=1)C. The product is [C:21]([O:20][C:18]([N:13]([C:4]1[CH:5]=[C:6]([CH:11]=[CH:12][C:3]=1[O:2][CH3:1])[C:7]([O:9][CH3:10])=[O:8])[S:14]([CH3:17])(=[O:16])=[O:15])=[O:19])([CH3:24])([CH3:23])[CH3:22]. The yield is 0.980.